This data is from Full USPTO retrosynthesis dataset with 1.9M reactions from patents (1976-2016). The task is: Predict the reactants needed to synthesize the given product. (1) Given the product [CH3:22][O:21][CH2:20][C:5]1[C:4]([CH2:3][OH:2])=[CH:9][CH:8]=[C:7]([C:10]2[CH:15]=[CH:14][C:13]([C:16]([F:19])([F:17])[F:18])=[CH:12][CH:11]=2)[N:6]=1, predict the reactants needed to synthesize it. The reactants are: C[O:2][C:3](=O)[C:4]1[CH:9]=[CH:8][C:7]([C:10]2[CH:15]=[CH:14][C:13]([C:16]([F:19])([F:18])[F:17])=[CH:12][CH:11]=2)=[N:6][C:5]=1[CH2:20][O:21][CH3:22].CC(C[AlH]CC(C)C)C. (2) Given the product [CH3:1][CH2:2][O:3][C:4]([C:6]1[N:7]([C:18]([O:20][C:21]([CH3:24])([CH3:23])[CH3:22])=[O:19])[C:8]2[C:13]([CH:14]=1)=[CH:12][C:11]([Cl:15])=[CH:10][C:9]=2[CH2:16][C:25]#[N:26])=[O:5], predict the reactants needed to synthesize it. The reactants are: [CH3:1][CH2:2][O:3][C:4]([C:6]1[N:7]([C:18]([O:20][C:21]([CH3:24])([CH3:23])[CH3:22])=[O:19])[C:8]2[C:13]([CH:14]=1)=[CH:12][C:11]([Cl:15])=[CH:10][C:9]=2[CH2:16]Br)=[O:5].[C-:25]#[N:26].[Na+].[Cl-].[NH4+]. (3) The reactants are: [N:1]1[C:10]2[C:5](=[CH:6][C:7]([C:11]([OH:13])=O)=[CH:8][CH:9]=2)[CH:4]=[CH:3][CH:2]=1.C1(N=C=NC2CCCCC2)CCCCC1.[CH2:29]([O:36][C:37]1[CH:44]=[CH:43][C:40]([CH2:41][NH2:42])=[CH:39][CH:38]=1)[C:30]1[CH:35]=[CH:34][CH:33]=[CH:32][CH:31]=1.N1C2C(=NC=CC=2)C=C1. Given the product [CH2:29]([O:36][C:37]1[CH:38]=[CH:39][C:40]([CH2:41][NH:42][C:11]([C:7]2[CH:6]=[C:5]3[C:10](=[CH:9][CH:8]=2)[N:1]=[CH:2][CH:3]=[CH:4]3)=[O:13])=[CH:43][CH:44]=1)[C:30]1[CH:31]=[CH:32][CH:33]=[CH:34][CH:35]=1, predict the reactants needed to synthesize it. (4) Given the product [F:1][C:2]1[CH:3]=[C:4]([NH:5][CH:10]=[O:11])[CH:6]=[CH:7][C:8]=1[F:9], predict the reactants needed to synthesize it. The reactants are: [F:1][C:2]1[CH:3]=[C:4]([CH:6]=[CH:7][C:8]=1[F:9])[NH2:5].[CH:10](O)=[O:11]. (5) Given the product [NH2:8][C:5]1[N:6]=[CH:7][C:2]([C:25]2[CH:26]=[CH:27][CH:28]=[CH:29][C:24]=2[NH:23][C:20](=[O:22])[CH3:21])=[N:3][C:4]=1[C:9]1[O:10][C:11]([C:14]2[CH:19]=[CH:18][CH:17]=[CH:16][CH:15]=2)=[N:12][N:13]=1, predict the reactants needed to synthesize it. The reactants are: Br[C:2]1[N:3]=[C:4]([C:9]2[O:10][C:11]([C:14]3[CH:19]=[CH:18][CH:17]=[CH:16][CH:15]=3)=[N:12][N:13]=2)[C:5]([NH2:8])=[N:6][CH:7]=1.[C:20]([NH:23][C:24]1[CH:29]=[CH:28][CH:27]=[CH:26][C:25]=1B(O)O)(=[O:22])[CH3:21].C([O-])([O-])=O.[Na+].[Na+].O1CCOCC1.